Dataset: Full USPTO retrosynthesis dataset with 1.9M reactions from patents (1976-2016). Task: Predict the reactants needed to synthesize the given product. (1) Given the product [O:1]=[C:2]([C:13]1[O:14][C:15]([C:18]2[CH:23]=[CH:22][CH:21]=[CH:20][N:19]=2)=[CH:16][N:17]=1)[CH2:3][CH2:4][CH2:5][CH2:6][C:7]#[C:8][C:25]1[CH:26]=[N:27][CH:28]=[CH:29][CH:30]=1, predict the reactants needed to synthesize it. The reactants are: [O:1]=[C:2]([C:13]1[O:14][C:15]([C:18]2[CH:23]=[CH:22][CH:21]=[CH:20][N:19]=2)=[CH:16][N:17]=1)[CH2:3][CH2:4][CH2:5][CH2:6][C:7]#[C:8][Si](C)(C)C.I[C:25]1[CH:26]=[N:27][CH:28]=[CH:29][CH:30]=1. (2) The reactants are: [C:1]1(=O)[CH2:4][CH2:3][CH2:2]1.[NH:6]1[CH2:9][CH:8]([O:10][C:11]2[CH:16]=[CH:15][C:14]([N:17]3[CH:22]=[CH:21][C:20]4[N:23]=[C:24]([C:26]5[CH:31]=[CH:30][C:29]([Cl:32])=[CH:28][CH:27]=5)[S:25][C:19]=4[C:18]3=[O:33])=[CH:13][CH:12]=2)[CH2:7]1.C(O)(=O)C.C(O[BH-](OC(=O)C)OC(=O)C)(=O)C.[Na+].Cl.CCOCC. Given the product [ClH:32].[Cl:32][C:29]1[CH:30]=[CH:31][C:26]([C:24]2[S:25][C:19]3[C:18](=[O:33])[N:17]([C:14]4[CH:15]=[CH:16][C:11]([O:10][CH:8]5[CH2:9][N:6]([CH:1]6[CH2:4][CH2:3][CH2:2]6)[CH2:7]5)=[CH:12][CH:13]=4)[CH:22]=[CH:21][C:20]=3[N:23]=2)=[CH:27][CH:28]=1, predict the reactants needed to synthesize it. (3) Given the product [Cl:26][C:12]1[CH:13]=[C:14]([C:18]([F:21])([F:20])[F:19])[C:15]2[CH:16]=[CH:17][C:8]3[N:9]([CH:23]=[C:6]([C:2]4[O:1][CH:5]=[N:4][N:3]=4)[N:7]=3)[C:10]=2[N:11]=1, predict the reactants needed to synthesize it. The reactants are: [O:1]1[CH:5]=[N:4][N:3]=[C:2]1[C:6]1[N:7]=[C:8]2[CH:17]=[CH:16][C:15]3[C:14]([C:18]([F:21])([F:20])[F:19])=[CH:13][C:12](=O)[NH:11][C:10]=3[N:9]2[CH:23]=1.O=P(Cl)(Cl)[Cl:26]. (4) The reactants are: [Br:1][C:2]1[N:7]2[CH:8]=[CH:9][N:10]=[C:6]2[C:5](Br)=[N:4][CH:3]=1.[NH2:12][C:13]1[CH:18]=[CH:17][C:16]([S:19]([NH:22][CH2:23][CH2:24][N:25]([CH2:28][CH3:29])[CH2:26][CH3:27])(=[O:21])=[O:20])=[CH:15][CH:14]=1.CC1(C)C2C(=C(P(C3C=CC=CC=3)C3C=CC=CC=3)C=CC=2)OC2C(P(C3C=CC=CC=3)C3C=CC=CC=3)=CC=CC1=2.C([O-])([O-])=O.[Cs+].[Cs+]. Given the product [Br:1][C:2]1[N:7]2[CH:8]=[CH:9][N:10]=[C:6]2[C:5]([NH:12][C:13]2[CH:18]=[CH:17][C:16]([S:19]([NH:22][CH2:23][CH2:24][N:25]([CH2:28][CH3:29])[CH2:26][CH3:27])(=[O:20])=[O:21])=[CH:15][CH:14]=2)=[N:4][CH:3]=1, predict the reactants needed to synthesize it. (5) Given the product [NH2:22][CH:7]([C:6]1[CH:9]=[CH:10][C:11]([O:12][CH:13]([CH3:15])[CH3:14])=[C:4]([O:3][CH2:1][CH3:2])[CH:5]=1)[C:20]#[N:21], predict the reactants needed to synthesize it. The reactants are: [CH2:1]([O:3][C:4]1[CH:5]=[C:6]([CH:9]=[CH:10][C:11]=1[O:12][CH:13]([CH3:15])[CH3:14])[CH:7]=O)[CH3:2].C[Si]([C:20]#[N:21])(C)C.[NH3:22].